This data is from Catalyst prediction with 721,799 reactions and 888 catalyst types from USPTO. The task is: Predict which catalyst facilitates the given reaction. (1) Reactant: [C:1]([O:5][C:6](=[O:48])[N:7]([C:15]1[C:20]([C:21]2[O:25][N:24]=[C:23]([C:26]3[CH:31]=[CH:30][C:29]([CH2:32][N:33]([C:40]([O:42][C:43]([CH3:46])([CH3:45])[CH3:44])=[O:41])[CH:34]4[CH2:39][CH2:38][O:37][CH2:36][CH2:35]4)=[CH:28][CH:27]=3)[CH:22]=2)=[N:19][C:18](Br)=[CH:17][N:16]=1)[C:8]([O:10][C:11]([CH3:14])([CH3:13])[CH3:12])=[O:9])([CH3:4])([CH3:3])[CH3:2].C([O-])([O-])=O.[K+].[K+].[CH:55]([S:58]([C:61]1[CH:66]=[CH:65][C:64](B(O)O)=[CH:63][CH:62]=1)(=[O:60])=[O:59])([CH3:57])[CH3:56]. Product: [C:1]([O:5][C:6]([N:7]([C:15]1[C:20]([C:21]2[O:25][N:24]=[C:23]([C:26]3[CH:31]=[CH:30][C:29]([CH2:32][N:33]([C:40]([O:42][C:43]([CH3:45])([CH3:46])[CH3:44])=[O:41])[CH:34]4[CH2:39][CH2:38][O:37][CH2:36][CH2:35]4)=[CH:28][CH:27]=3)[CH:22]=2)=[N:19][C:18]([C:64]2[CH:63]=[CH:62][C:61]([S:58]([CH:55]([CH3:57])[CH3:56])(=[O:60])=[O:59])=[CH:66][CH:65]=2)=[CH:17][N:16]=1)[C:8](=[O:9])[O:10][C:11]([CH3:13])([CH3:14])[CH3:12])=[O:48])([CH3:4])([CH3:2])[CH3:3]. The catalyst class is: 93. (2) Reactant: [C@@H:1]1([N:9]2[CH:13]=[C:12](I)[CH:11]=[C:10]2[N+:15]([O-:17])=[O:16])[O:6][C@H:5]([CH2:7][OH:8])[C@@H:3]([OH:4])[CH2:2]1.[CH2:18]([Sn](CCCC)(CCCC)C#CC)[CH2:19][CH2:20]C. Product: [C@@H:1]1([N:9]2[CH:13]=[C:12]([C:18]#[C:19][CH3:20])[CH:11]=[C:10]2[N+:15]([O-:17])=[O:16])[O:6][C@H:5]([CH2:7][OH:8])[C@@H:3]([OH:4])[CH2:2]1. The catalyst class is: 233.